This data is from Reaction yield outcomes from USPTO patents with 853,638 reactions. The task is: Predict the reaction yield, written as a fraction of the theoretical maximum amount of product (1.0 means a 100% yield; for example, 0.34 means a 34% yield). The reactants are NC1C=C(C)C2C(=CC3C(C=2)=CC=CC=3)C=1C#N.[C:19]([C:21]1[CH:26]=[CH:25][C:24]([CH3:27])=[CH:23][C:22]=1[NH:28][C:29](=O)[C:30]1[CH:35]=[CH:34][CH:33]=[CH:32][C:31]=1[O:36][CH3:37])#[N:20].C[O:40]C1C(C(Cl)=O)=CC=CC=1. The catalyst is N1C=CC=CC=1. The product is [CH3:37][O:36][C:31]1[CH:32]=[CH:33][CH:34]=[CH:35][C:30]=1[C:29]1[NH:20][C:19](=[O:40])[C:21]2[C:22](=[CH:23][C:24]([CH3:27])=[CH:25][CH:26]=2)[N:28]=1. The yield is 0.910.